This data is from Peptide-MHC class I binding affinity with 185,985 pairs from IEDB/IMGT. The task is: Regression. Given a peptide amino acid sequence and an MHC pseudo amino acid sequence, predict their binding affinity value. This is MHC class I binding data. (1) The peptide sequence is YLVQQESSFV. The MHC is HLA-A02:02 with pseudo-sequence HLA-A02:02. The binding affinity (normalized) is 0.127. (2) The peptide sequence is MRNTIMASK. The MHC is HLA-A69:01 with pseudo-sequence HLA-A69:01. The binding affinity (normalized) is 0.0847. (3) The peptide sequence is TIMAAILAY. The MHC is HLA-B15:01 with pseudo-sequence HLA-B15:01. The binding affinity (normalized) is 0.603.